Dataset: Retrosynthesis with 50K atom-mapped reactions and 10 reaction types from USPTO. Task: Predict the reactants needed to synthesize the given product. (1) The reactants are: N[C@H]1CC[C@H](N)CC1.Nc1ncc(-c2cc(F)ncc2Cl)nc1NCC1CCOCC1. Given the product Nc1ncc(-c2cc(N[C@H]3CC[C@H](N)CC3)ncc2Cl)nc1NCC1CCOCC1, predict the reactants needed to synthesize it. (2) Given the product O=C(C(Cl)Cl)N1CCC2(CC1)OCCO2, predict the reactants needed to synthesize it. The reactants are: C1CC2(CCN1)OCCO2.O=C(Cl)C(Cl)Cl. (3) Given the product CN(CCN1CCOCC1)c1ccc(O)c(C(=O)Nc2cc(-c3ccccc3)ccc2C(=O)OC(C)(C)C)c1, predict the reactants needed to synthesize it. The reactants are: CN(CCN1CCOCC1)c1ccc(OCc2ccccc2)c(C(=O)Nc2cc(-c3ccccc3)ccc2C(=O)OC(C)(C)C)c1. (4) Given the product CN1C(=O)CSc2cc(-c3ccc(C[C@@H](C#N)NC(=O)C4(N)CCOCC4)cc3)ccc21, predict the reactants needed to synthesize it. The reactants are: CN1C(=O)CSc2cc(-c3ccc(C[C@@H](C#N)NC(=O)C4(NC(=O)OC(C)(C)C)CCOCC4)cc3)ccc21. (5) Given the product CN(C)CCC(Oc1ccccc1)c1ccc(CCCCN2CCCCC2)cc1, predict the reactants needed to synthesize it. The reactants are: CN(C)CCC(Oc1ccccc1)c1ccc(C#CCCN2CCCCC2)cc1. (6) Given the product COc1cc(O)c2c(c1)OCCCCC=CCCCCOC2=O, predict the reactants needed to synthesize it. The reactants are: COc1cc(OC)c2c(c1)OCCCCC=CCCCCOC2=O.